This data is from Reaction yield outcomes from USPTO patents with 853,638 reactions. The task is: Predict the reaction yield, written as a fraction of the theoretical maximum amount of product (1.0 means a 100% yield; for example, 0.34 means a 34% yield). The reactants are [CH3:1][O:2][C:3]1[CH:4]=[CH:5][C:6]2[C:10]([O:11][C:12]3[CH:17]=[CH:16][C:15](/[CH:18]=[CH:19]/[C:20]([O:22][CH3:23])=[O:21])=[CH:14][CH:13]=3)=[C:9]([C:24]3[CH:29]=[CH:28][C:27]([O:30][CH3:31])=[CH:26][CH:25]=3)[S:8](=O)[C:7]=2[CH:33]=1.C1(P(C2C=CC=CC=2)C2C=CC=CC=2)C=CC=CC=1. The catalyst is C1COCC1. The product is [CH3:1][O:2][C:3]1[CH:4]=[CH:5][C:6]2[C:10]([O:11][C:12]3[CH:17]=[CH:16][C:15](/[CH:18]=[CH:19]/[C:20]([O:22][CH3:23])=[O:21])=[CH:14][CH:13]=3)=[C:9]([C:24]3[CH:25]=[CH:26][C:27]([O:30][CH3:31])=[CH:28][CH:29]=3)[S:8][C:7]=2[CH:33]=1. The yield is 0.570.